This data is from Peptide-MHC class I binding affinity with 185,985 pairs from IEDB/IMGT. The task is: Regression. Given a peptide amino acid sequence and an MHC pseudo amino acid sequence, predict their binding affinity value. This is MHC class I binding data. (1) The binding affinity (normalized) is 0.0847. The peptide sequence is ETLWSPWKL. The MHC is HLA-B57:01 with pseudo-sequence HLA-B57:01. (2) The peptide sequence is GQQRSTLERTSKASL. The MHC is HLA-B53:01 with pseudo-sequence HLA-B53:01. The binding affinity (normalized) is 0. (3) The peptide sequence is PVVAAIITR. The MHC is HLA-A31:01 with pseudo-sequence HLA-A31:01. The binding affinity (normalized) is 0.342. (4) The binding affinity (normalized) is 0.354. The peptide sequence is GEITHHAVSR. The MHC is HLA-B40:01 with pseudo-sequence HLA-B40:01.